This data is from Full USPTO retrosynthesis dataset with 1.9M reactions from patents (1976-2016). The task is: Predict the reactants needed to synthesize the given product. Given the product [CH3:10][N:11]1[CH:16]2[CH2:17][CH2:18][CH:12]1[CH2:13][CH:14]([O:1][C:2]1[CH:9]=[CH:8][C:5]([CH:6]=[O:7])=[CH:4][CH:3]=1)[CH2:15]2, predict the reactants needed to synthesize it. The reactants are: [OH:1][C:2]1[CH:9]=[CH:8][C:5]([CH:6]=[O:7])=[CH:4][CH:3]=1.[CH3:10][N:11]1[CH:16]2[CH2:17][CH2:18][CH:12]1[CH2:13][CH:14](O)[CH2:15]2.